From a dataset of Reaction yield outcomes from USPTO patents with 853,638 reactions. Predict the reaction yield, written as a fraction of the theoretical maximum amount of product (1.0 means a 100% yield; for example, 0.34 means a 34% yield). (1) The reactants are C[O:2][C:3](=[O:35])[CH:4]([O:32][CH2:33][CH3:34])[CH2:5][C:6]1[CH:11]=[CH:10][C:9]([CH2:12][CH2:13][N:14]([CH2:25][CH2:26][CH2:27][CH2:28][CH2:29][CH2:30][CH3:31])[C:15]([N:17]([CH3:24])[C:18]2[CH:23]=[CH:22][CH:21]=[CH:20][CH:19]=2)=[O:16])=[CH:8][CH:7]=1.[Li+].[OH-]. The catalyst is O1CCCC1. The product is [CH2:33]([O:32][CH:4]([CH2:5][C:6]1[CH:11]=[CH:10][C:9]([CH2:12][CH2:13][N:14]([CH2:25][CH2:26][CH2:27][CH2:28][CH2:29][CH2:30][CH3:31])[C:15]([N:17]([CH3:24])[C:18]2[CH:19]=[CH:20][CH:21]=[CH:22][CH:23]=2)=[O:16])=[CH:8][CH:7]=1)[C:3]([OH:35])=[O:2])[CH3:34]. The yield is 0.780. (2) The reactants are [CH2:1]([C:5]1[N:6]=[C:7]([CH3:27])[NH:8][C:9](=[O:26])[C:10]=1[CH2:11][C:12]1[CH:17]=[CH:16][C:15]([C:18]2[C:19]([C:24]#[N:25])=[CH:20][CH:21]=[CH:22][CH:23]=2)=[CH:14][CH:13]=1)[CH2:2][CH2:3][CH3:4].N(C(N1CCCCC1)=O)=NC(N1CCCCC1)=O.C(P(CCCC)CCCC)CCC.[CH3:59][C:60]1[S:61][C:62]([CH2:66]O)=[C:63]([CH3:65])[N:64]=1. The catalyst is C(OCC)(=O)C.O1CCCC1. The product is [CH2:1]([C:5]1[N:6]=[C:7]([CH3:27])[N:8]([CH2:66][C:62]2[S:61][C:60]([CH3:59])=[N:64][C:63]=2[CH3:65])[C:9](=[O:26])[C:10]=1[CH2:11][C:12]1[CH:17]=[CH:16][C:15]([C:18]2[C:19]([C:24]#[N:25])=[CH:20][CH:21]=[CH:22][CH:23]=2)=[CH:14][CH:13]=1)[CH2:2][CH2:3][CH3:4]. The yield is 0.990. (3) The reactants are [Br:1][C:2]1[CH:3]=[C:4]2[C:8](=[CH:9][CH:10]=1)[NH:7][CH:6]=[CH:5]2.[BH3-]C#N.[Na+]. The catalyst is C(O)(=O)C.O. The product is [Br:1][C:2]1[CH:3]=[C:4]2[C:8](=[CH:9][CH:10]=1)[NH:7][CH2:6][CH2:5]2. The yield is 0.710. (4) The reactants are [C:1](Cl)(=O)C.[CH3:5][O:6][C:7]1[C:12]2=[CH:13][CH:14]=[C:15]3[C:24]([N:23]=[C:22]4[C:17]([CH:18]=[CH:19][CH:20]=[C:21]4[C:25]([OH:27])=[O:26])=[N:16]3)=[C:11]2[CH:10]=[CH:9][CH:8]=1. The catalyst is CO. The product is [CH3:1][O:26][C:25]([C:21]1[C:22]2[C:17](=[N:16][C:15]3[C:24]([N:23]=2)=[C:11]2[CH:10]=[CH:9][CH:8]=[C:7]([O:6][CH3:5])[C:12]2=[CH:13][CH:14]=3)[CH:18]=[CH:19][CH:20]=1)=[O:27]. The yield is 1.00. (5) The reactants are [B:10]1([B:10]2[O:14][C:13]([CH3:16])([CH3:15])[C:12]([CH3:18])([CH3:17])[O:11]2)[O:14][C:13]([CH3:16])([CH3:15])[C:12]([CH3:18])([CH3:17])[O:11]1.CC([O-])=O.[K+].[C:24]1([C:47]2[CH:52]=[CH:51][CH:50]=[CH:49][CH:48]=2)[CH:29]=[CH:28][CH:27]=[C:26]([C:30]2[C:43]3[C:44]4=[C:45]5[C:40](=[CH:41][CH:42]=3)[CH:39]=[CH:38][C:37](Br)=[C:36]5[CH:35]=[CH:34][C:33]4=[CH:32][CH:31]=2)[CH:25]=1.C(Cl)Cl. The catalyst is O1CCOCC1. The product is [C:24]1([C:47]2[CH:48]=[CH:49][CH:50]=[CH:51][CH:52]=2)[CH:29]=[CH:28][CH:27]=[C:26]([C:30]2[CH:31]=[CH:32][C:33]3[C:44]4=[C:45]5[C:40](=[CH:39][CH:38]=[C:37]([B:10]6[O:11][C:12]([CH3:17])([CH3:18])[C:13]([CH3:15])([CH3:16])[O:14]6)[C:36]5=[CH:35][CH:34]=3)[CH:41]=[CH:42][C:43]=24)[CH:25]=1. The yield is 0.730. (6) The reactants are [S:1]1[CH:5]=[CH:4][CH:3]=[C:2]1[C:6]([OH:8])=O.[CH3:9][C:10]1(C)[O:15]C(=O)[CH2:13][C:12](=O)[O:11]1.C1(N=C=NC2CCCCC2)CCCCC1.O.C1(C)C=CC(S(O)(=O)=O)=CC=1. The catalyst is CN(C)C1C=CN=CC=1.C(Cl)Cl.C(O)C. The product is [CH2:12]([O:11][C:10](=[O:15])[CH2:9][C:6]([C:2]1[S:1][CH:5]=[CH:4][CH:3]=1)=[O:8])[CH3:13]. The yield is 0.960.